From a dataset of Forward reaction prediction with 1.9M reactions from USPTO patents (1976-2016). Predict the product of the given reaction. (1) Given the reactants [CH2:1]([N:3]([CH2:6][CH3:7])[CH2:4][CH3:5])[CH3:2].ClC1C=[CH:16][C:12]([C:13]([NH2:15])=[O:14])=[CH:11][N:10]=1.[OH2:18].C[N:20]([CH3:23])[CH:21]=[O:22], predict the reaction product. The product is: [C:12]([O:22][C:21]([NH:20][CH:23]1[CH2:5][CH2:4][N:3]([C:6]2[CH:7]=[CH:16][C:12]([C:13]([NH2:15])=[O:14])=[CH:11][N:10]=2)[CH2:1][CH2:2]1)=[O:18])([CH3:16])([CH3:13])[CH3:11]. (2) Given the reactants [CH2:1]([C@@H:3]1[CH2:20][C:19]2[CH:18]=[C:17]([O:21]C)[CH:16]=[CH:15][C:14]=2[C@@H:13]2[C@@H:4]1[C@H:5]1[C@@:9]([CH2:11][CH2:12]2)([CH3:10])[C:8](=[O:23])[CH2:7][C@H:6]1[CH3:24])[CH3:2].B(F)(F)F.N1C=CN=C1.[Si:34](Cl)([C:37](C)(C)C)([CH3:36])[CH3:35], predict the reaction product. The product is: [CH2:1]([C@@H:3]1[CH2:20][C:19]2[CH:18]=[C:17]([O:21][Si:34]([CH3:37])([CH3:36])[CH3:35])[CH:16]=[CH:15][C:14]=2[C@@H:13]2[C@@H:4]1[C@H:5]1[C@@:9]([CH2:11][CH2:12]2)([CH3:10])[C:8](=[O:23])[CH2:7][C@H:6]1[CH3:24])[CH3:2]. (3) Given the reactants [Br:1][C:2]1[CH:3]=[C:4]([OH:9])[CH:5]=[C:6]([Br:8])[CH:7]=1.C(=O)([O-])[O-].[K+].[K+].CN1CCCC1=O.[Cl:23][C:24]1[C:29](F)=[C:28]([C:31]([F:34])([F:33])[F:32])[CH:27]=[CH:26][N:25]=1, predict the reaction product. The product is: [Cl:23][C:24]1[C:29]([O:9][C:4]2[CH:3]=[C:2]([Br:1])[CH:7]=[C:6]([Br:8])[CH:5]=2)=[C:28]([C:31]([F:32])([F:33])[F:34])[CH:27]=[CH:26][N:25]=1. (4) The product is: [F:1][C:2]1[C:3]([N+:10]([O-:12])=[O:11])=[C:4]([NH:14][CH3:13])[CH:5]=[C:6]([F:8])[CH:7]=1. Given the reactants [F:1][C:2]1[CH:7]=[C:6]([F:8])[CH:5]=[C:4](F)[C:3]=1[N+:10]([O-:12])=[O:11].[CH3:13][NH2:14].O, predict the reaction product. (5) Given the reactants Br[C:2]1(Br)[C:10]2[C:5](=[N:6][C:7]([C:18]3[CH:23]=[CH:22][C:21]([CH3:24])=[CH:20][CH:19]=3)=[C:8]([C:11]3[CH:16]=[CH:15][C:14]([CH3:17])=[CH:13][CH:12]=3)[N:9]=2)[N:4]([CH2:25][CH2:26][CH2:27][CH2:28][CH2:29][CH2:30][C:31]([OH:33])=[O:32])[C:3]1=[O:34], predict the reaction product. The product is: [O:34]=[C:3]1[N:4]([CH2:25][CH2:26][CH2:27][CH2:28][CH2:29][CH2:30][C:31]([OH:33])=[O:32])[C:5]2=[N:6][C:7]([C:18]3[CH:23]=[CH:22][C:21]([CH3:24])=[CH:20][CH:19]=3)=[C:8]([C:11]3[CH:12]=[CH:13][C:14]([CH3:17])=[CH:15][CH:16]=3)[N:9]=[C:10]2[CH2:2]1. (6) Given the reactants Cl.[NH2:2][C@H:3]([CH:19]([CH3:21])[CH3:20])[C:4]([N:6]1[CH2:11][CH2:10][CH:9]([C:12]2[CH:17]=[CH:16][C:15]([Cl:18])=[CH:14][CH:13]=2)[CH2:8][CH2:7]1)=[O:5].[Cl:22][CH2:23][C:24](Cl)=[O:25], predict the reaction product. The product is: [Cl:22][CH2:23][C:24]([NH:2][C@H:3]([CH:19]([CH3:21])[CH3:20])[C:4]([N:6]1[CH2:11][CH2:10][CH:9]([C:12]2[CH:13]=[CH:14][C:15]([Cl:18])=[CH:16][CH:17]=2)[CH2:8][CH2:7]1)=[O:5])=[O:25]. (7) Given the reactants [NH2:1][C:2]1[CH:3]=[C:4]([CH:8]=[CH:9][C:10]=1[CH3:11])[C:5]([OH:7])=O.[CH2:12]1[C@H:21]2[C@H:16]([CH2:17][CH2:18][C:19]3[CH:25]=[CH:24][CH:23]=[CH:22][C:20]=32)[NH:15][CH2:14][CH2:13]1.F[P-](F)(F)(F)(F)F.N1(OC(N(C)C)=[N+](C)C)C2N=CC=CC=2N=N1, predict the reaction product. The product is: [NH2:1][C:2]1[CH:3]=[C:4]([C:5]([N:15]2[C@@H:16]3[C@@H:21]([C:20]4[CH:22]=[CH:23][CH:24]=[CH:25][C:19]=4[CH2:18][CH2:17]3)[CH2:12][CH2:13][CH2:14]2)=[O:7])[CH:8]=[CH:9][C:10]=1[CH3:11]. (8) Given the reactants FC(F)(F)C(O)=O.[CH3:8][C@@:9]1([C:42]([F:45])([F:44])[F:43])[CH2:24][N:12]2[C:13](=[O:23])[CH:14]=[C:15]([N:17]3[CH2:22][CH2:21][O:20][CH2:19][CH2:18]3)[N:16]=[C:11]2[N:10]1[CH2:25][C:26]1[C:34]2[C:29](=[CH:30][CH:31]=[CH:32][CH:33]=2)[N:28](C(OC(C)(C)C)=O)[CH:27]=1, predict the reaction product. The product is: [NH:28]1[C:29]2[C:34](=[CH:33][CH:32]=[CH:31][CH:30]=2)[C:26]([CH2:25][N:10]2[C:11]3=[N:16][C:15]([N:17]4[CH2:18][CH2:19][O:20][CH2:21][CH2:22]4)=[CH:14][C:13](=[O:23])[N:12]3[CH2:24][C@@:9]2([CH3:8])[C:42]([F:44])([F:45])[F:43])=[CH:27]1. (9) Given the reactants [N+:1]([C:4]1[CH:13]=[CH:12][CH:11]=[C:10]2[C:5]=1[CH:6]=[CH:7][C:8](Cl)=[N:9]2)([O-])=O.[F:15][C:16]1[CH:17]=[C:18]([S:24](Cl)(=[O:26])=[O:25])[CH:19]=[C:20]([F:23])[C:21]=1[F:22].[CH3:28][O:29][C:30]1[CH:38]=[C:37]2[C:33]([CH2:34][CH2:35][CH:36]2[NH2:39])=[CH:32][CH:31]=1, predict the reaction product. The product is: [F:15][C:16]1[CH:17]=[C:18]([S:24]([NH:1][C:4]2[CH:13]=[CH:12][CH:11]=[C:10]3[C:5]=2[CH:6]=[CH:7][C:8]([NH:39][CH:36]2[C:37]4[C:33](=[CH:32][CH:31]=[C:30]([O:29][CH3:28])[CH:38]=4)[CH2:34][CH2:35]2)=[N:9]3)(=[O:26])=[O:25])[CH:19]=[C:20]([F:23])[C:21]=1[F:22]. (10) Given the reactants [CH3:1][O:2][C:3]1[CH:4]=[C:5]([CH2:11][CH2:12][C:13]([C:15]2[CH:20]=[C:19]([F:21])[CH:18]=[CH:17][C:16]=2[OH:22])=O)[CH:6]=[CH:7][C:8]=1[O:9][CH3:10].[NH3:23], predict the reaction product. The product is: [CH3:1][O:2][C:3]1[CH:4]=[C:5]([CH2:11][CH2:12][C:13]([C:15]2[CH:20]=[C:19]([F:21])[CH:18]=[CH:17][C:16]=2[OH:22])=[NH:23])[CH:6]=[CH:7][C:8]=1[O:9][CH3:10].